From a dataset of Catalyst prediction with 721,799 reactions and 888 catalyst types from USPTO. Predict which catalyst facilitates the given reaction. Reactant: C(O[C:6](=O)[N:7]([CH2:9][CH2:10][N:11]1[CH2:16][CH2:15][N:14]([C:17]2[C:18]([Cl:23])=[N:19][CH:20]=[CH:21][CH:22]=2)[CH2:13][CH2:12]1)C)(C)(C)C.Cl.O1CCOCC1. Product: [ClH:23].[Cl:23][C:18]1[C:17]([N:14]2[CH2:15][CH2:16][N:11]([CH2:10][CH2:9][NH:7][CH3:6])[CH2:12][CH2:13]2)=[CH:22][CH:21]=[CH:20][N:19]=1. The catalyst class is: 4.